Dataset: Forward reaction prediction with 1.9M reactions from USPTO patents (1976-2016). Task: Predict the product of the given reaction. (1) Given the reactants [Br:1][C:2]1[CH:3]=[CH:4][C:5]([OH:11])=[C:6]([CH:10]=1)[C:7]([OH:9])=O.[N:12]1[CH:17]=[CH:16][CH:15]=[C:14]([NH2:18])[CH:13]=1.C(Cl)CCl.C1C=CC2N(O)N=NC=2C=1.C(N(CC)CC)C, predict the reaction product. The product is: [Br:1][C:2]1[CH:3]=[CH:4][C:5]([OH:11])=[C:6]([CH:10]=1)[C:7]([NH:18][C:14]1[CH:13]=[N:12][CH:17]=[CH:16][CH:15]=1)=[O:9]. (2) Given the reactants [CH:1]([O:4][C:5]1[CH:10]=[CH:9][C:8]([S:11]([NH2:14])(=[O:13])=[O:12])=[CH:7][C:6]=1[N:15]=[C:16]=[S:17])([CH3:3])[CH3:2].[NH3:18], predict the reaction product. The product is: [CH:1]([O:4][C:5]1[CH:10]=[CH:9][C:8]([S:11]([NH2:14])(=[O:13])=[O:12])=[CH:7][C:6]=1[NH:15][C:16]([NH2:18])=[S:17])([CH3:3])[CH3:2]. (3) Given the reactants N(C(C)C)(C(C)C)CC.[Cl:10][C:11]1[C:12]([CH:17]([NH2:34])[C:18]2[CH:27]=[C:26]3[C:21]([CH:22]=[CH:23][C:24](C4C=CC=CC=4)=[N:25]3)=[CH:20][CH:19]=2)=[N:13][CH:14]=[CH:15][N:16]=1.[CH:35]1([C:39](Cl)=[O:40])[CH2:38][CH2:37][CH2:36]1, predict the reaction product. The product is: [Cl:10][C:11]1[C:12]([CH:17]([NH:34][C:39]([CH:35]2[CH2:38][CH2:37][CH2:36]2)=[O:40])[C:18]2[CH:27]=[C:26]3[C:21]([CH:22]=[CH:23][CH:24]=[N:25]3)=[CH:20][CH:19]=2)=[N:13][CH:14]=[CH:15][N:16]=1. (4) Given the reactants O[C:2]([CH2:4][CH2:5][CH2:6][CH2:7][C@H:8]1[C@@H:16]2[C@@H:11]([NH:12][C:13]([NH:15]2)=[O:14])[CH2:10][S:9]1)=[O:3].C(N(C(C)C)CC)(C)C.C1CN([P+](Br)(N2CCCC2)N2CCCC2)CC1.F[P-](F)(F)(F)(F)F.[NH2:50][CH2:51][CH2:52][NH:53][C:54](=[O:101])[CH2:55][O:56][C:57]1[CH:100]=[CH:99][C:60]([C:61]([C:63]2[CH:98]=[CH:97][C:66]([O:67][CH2:68][C:69]([NH:71][C:72]3[CH:77]=[CH:76][C:75]([C:78]4[CH:83]=[CH:82][C:81]([CH:84]([CH3:95])[C:85]([O:87][CH2:88][C:89]5[CH:94]=[CH:93][CH:92]=[CH:91][CH:90]=5)=[O:86])=[CH:80][C:79]=4[F:96])=[CH:74][CH:73]=3)=[O:70])=[CH:65][CH:64]=2)=[O:62])=[CH:59][CH:58]=1, predict the reaction product. The product is: [F:96][C:79]1[CH:80]=[C:81]([CH:84]([CH3:95])[C:85]([O:87][CH2:88][C:89]2[CH:90]=[CH:91][CH:92]=[CH:93][CH:94]=2)=[O:86])[CH:82]=[CH:83][C:78]=1[C:75]1[CH:74]=[CH:73][C:72]([NH:71][C:69](=[O:70])[CH2:68][O:67][C:66]2[CH:97]=[CH:98][C:63]([C:61](=[O:62])[C:60]3[CH:59]=[CH:58][C:57]([O:56][CH2:55][C:54](=[O:101])[NH:53][CH2:52][CH2:51][NH:50][C:2](=[O:3])[CH2:4][CH2:5][CH2:6][CH2:7][C@@H:8]4[C@H:16]5[C@H:11]([NH:12][C:13](=[O:14])[NH:15]5)[CH2:10][S:9]4)=[CH:100][CH:99]=3)=[CH:64][CH:65]=2)=[CH:77][CH:76]=1. (5) Given the reactants [Cl:1][C:2]1[CH:3]=[C:4]([N:10]2[CH:22]([CH:23]3[CH2:27][CH2:26][CH2:25][CH2:24]3)[CH:21]3[C:12]([C:13]4[CH:14]=[CH:15][C:16]([C:28]([OH:30])=O)=[N:17][C:18]=4[CH2:19][CH2:20]3)=[N:11]2)[CH:5]=[CH:6][C:7]=1[C:8]#[N:9].[CH3:31][N:32]1[CH2:37][CH2:36][NH:35][CH2:34][CH2:33]1.CCN(C(C)C)C(C)C.CN(C(ON1N=NC2C=CC=NC1=2)=[N+](C)C)C.F[P-](F)(F)(F)(F)F, predict the reaction product. The product is: [Cl:1][C:2]1[CH:3]=[C:4]([N:10]2[CH:22]([CH:23]3[CH2:27][CH2:26][CH2:25][CH2:24]3)[CH:21]3[C:12]([C:13]4[CH:14]=[CH:15][C:16]([C:28]([N:35]5[CH2:36][CH2:37][N:32]([CH3:31])[CH2:33][CH2:34]5)=[O:30])=[N:17][C:18]=4[CH2:19][CH2:20]3)=[N:11]2)[CH:5]=[CH:6][C:7]=1[C:8]#[N:9].